Predict the product of the given reaction. From a dataset of Forward reaction prediction with 1.9M reactions from USPTO patents (1976-2016). Given the reactants [NH2:1][C:2]1[C:3]([Cl:14])=[CH:4][C:5]([Cl:13])=[C:6]2[C:11]=1[CH:10]=[C:9]([OH:12])[CH:8]=[CH:7]2.[Cl:15][C:16]1[CH:17]=[C:18]([N:22]=[C:23]=[O:24])[CH:19]=[CH:20][CH:21]=1, predict the reaction product. The product is: [Cl:15][C:16]1[CH:17]=[C:18]([NH:22][C:23]([NH:1][C:2]2[C:11]3[C:6](=[CH:7][CH:8]=[C:9]([OH:12])[CH:10]=3)[C:5]([Cl:13])=[CH:4][C:3]=2[Cl:14])=[O:24])[CH:19]=[CH:20][CH:21]=1.